From a dataset of Reaction yield outcomes from USPTO patents with 853,638 reactions. Predict the reaction yield, written as a fraction of the theoretical maximum amount of product (1.0 means a 100% yield; for example, 0.34 means a 34% yield). (1) The reactants are [NH2:1][C:2]1[N:7]=[CH:6][C:5]([C:8]2[CH:9]=[C:10]([NH2:19])[C:11]([NH:14][C:15]([CH3:18])([CH3:17])[CH3:16])=[CH:12][CH:13]=2)=[CH:4][N:3]=1.[O:20]1[C:24]([C:25]2[CH:32]=[CH:31][CH:30]=[CH:29][C:26]=2[CH:27]=O)=[CH:23][CH:22]=[N:21]1.OOS([O-])=O.[K+].S([O-])([O-])(=O)=S.[Na+].[Na+]. The catalyst is CN(C=O)C.O. The product is [C:15]([N:14]1[C:11]2[CH:12]=[CH:13][C:8]([C:5]3[CH:4]=[N:3][C:2]([NH2:1])=[N:7][CH:6]=3)=[CH:9][C:10]=2[N:19]=[C:27]1[C:26]1[CH:29]=[CH:30][CH:31]=[CH:32][C:25]=1[C:24]1[O:20][N:21]=[CH:22][CH:23]=1)([CH3:16])([CH3:18])[CH3:17]. The yield is 0.310. (2) The reactants are [CH3:13][C:12]([O:11][C:9](O[C:9]([O:11][C:12]([CH3:15])([CH3:14])[CH3:13])=[O:10])=[O:10])([CH3:15])[CH3:14].[CH2:16]([NH:23][C:24]1([CH2:28][CH2:29][NH2:30])[CH2:27][CH2:26][CH2:25]1)[C:17]1[CH:22]=[CH:21][CH:20]=[CH:19][CH:18]=1. The catalyst is C1COCC1. The product is [CH2:16]([NH:23][C:24]1([CH:28]([C:9]([O:11][C:12]([CH3:13])([CH3:14])[CH3:15])=[O:10])[CH2:29][NH2:30])[CH2:27][CH2:26][CH2:25]1)[C:17]1[CH:22]=[CH:21][CH:20]=[CH:19][CH:18]=1. The yield is 0.540. (3) The reactants are [NH2:1][C:2]1[CH:7]=[CH:6][C:5]([S:8]([NH:11][C:12]2[S:13][C:14]([C:17]([CH3:20])([CH3:19])[CH3:18])=[N:15][N:16]=2)(=[O:10])=[O:9])=[CH:4][CH:3]=1.[C:21](Cl)(=[O:31])[CH2:22][CH2:23][CH2:24][CH2:25][CH2:26][CH2:27][CH2:28][CH2:29][CH3:30].Cl. The catalyst is N1C=CC=CC=1. The product is [C:17]([C:14]1[S:13][C:12]([NH:11][S:8]([C:5]2[CH:6]=[CH:7][C:2]([NH:1][C:21](=[O:31])[CH2:22][CH2:23][CH2:24][CH2:25][CH2:26][CH2:27][CH2:28][CH2:29][CH3:30])=[CH:3][CH:4]=2)(=[O:10])=[O:9])=[N:16][N:15]=1)([CH3:20])([CH3:19])[CH3:18]. The yield is 0.980. (4) The reactants are Br[C:2]1[N:10]([CH2:11][O:12][CH2:13][CH2:14][Si:15]([CH3:18])([CH3:17])[CH3:16])[C:9]2[C:8](=[O:19])[N:7]([CH3:20])[C:6](=[O:21])[N:5]([CH3:22])[C:4]=2[N:3]=1.[F:23][C:24]([F:33])([F:32])[C:25]1[CH:26]=[C:27]([CH:29]=[CH:30][CH:31]=1)[NH2:28].CC(C)([O-])C.[K+]. The catalyst is C1(C)C=CC=CC=1.C(OCC)(=O)C.C1C=CC(/C=C/C(/C=C/C2C=CC=CC=2)=O)=CC=1.C1C=CC(/C=C/C(/C=C/C2C=CC=CC=2)=O)=CC=1.C1C=CC(/C=C/C(/C=C/C2C=CC=CC=2)=O)=CC=1.[Pd].[Pd].CC(C1C=C(C(C)C)C(C2C=CC=CC=2P(C2CCCCC2)C2CCCCC2)=C(C(C)C)C=1)C. The product is [CH3:20][N:7]1[C:8](=[O:19])[C:9]2[N:10]([CH2:11][O:12][CH2:13][CH2:14][Si:15]([CH3:18])([CH3:17])[CH3:16])[C:2]([NH:28][C:27]3[CH:29]=[CH:30][CH:31]=[C:25]([C:24]([F:23])([F:32])[F:33])[CH:26]=3)=[N:3][C:4]=2[N:5]([CH3:22])[C:6]1=[O:21]. The yield is 0.716. (5) The reactants are [CH2:1]([C:4]1[C:9]([C:10](=[O:26])[NH:11][CH2:12][C:13]2[C:14]([O:24][CH3:25])=[N:15][C:16]([CH3:23])=[CH:17][C:18]=2[CH2:19][CH2:20][CH:21]=C)=[CH:8][CH:7]=[CH:6][C:5]=1[N:27]([CH2:41][CH3:42])[CH:28]1[CH2:33][CH2:32][N:31](C(OC(C)(C)C)=O)[CH2:30][CH2:29]1)[CH:2]=C.C(O)(C(F)(F)F)=O. The catalyst is C(Cl)Cl.Cl[Ru](=C1N(C2C(C)=CC(C)=CC=2C)CCN1C1C(C)=CC(C)=CC=1C)(Cl)(=CC1C=CC=CC=1)[P](C1CCCCC1)(C1CCCCC1)C1CCCCC1. The product is [CH2:41]([N:27]([CH:28]1[CH2:29][CH2:30][NH:31][CH2:32][CH2:33]1)[C:5]1[C:4]2[CH2:1][CH:2]=[CH:21][CH2:20][CH2:19][C:18]3[CH:17]=[C:16]([CH3:23])[N:15]=[C:14]([O:24][CH3:25])[C:13]=3[CH2:12][NH:11][C:10](=[O:26])[C:9]=2[CH:8]=[CH:7][CH:6]=1)[CH3:42]. The yield is 0.654. (6) The reactants are Br[C:2]1[CH:7]=[C:6]([N+:8]([O-:10])=[O:9])[CH:5]=[CH:4][C:3]=1[C:11]([CH3:15])([CH3:14])[C:12]#[N:13].C(B(CC)[C:19]1[CH:20]=[N:21][CH:22]=[CH:23][CH:24]=1)C.C([O-])([O-])=O.[K+].[K+]. The catalyst is O1CCOCC1. The product is [CH3:14][C:11]([C:3]1[CH:4]=[CH:5][C:6]([N+:8]([O-:10])=[O:9])=[CH:7][C:2]=1[C:19]1[CH:20]=[N:21][CH:22]=[CH:23][CH:24]=1)([CH3:15])[C:12]#[N:13]. The yield is 0.580. (7) The reactants are [CH2:1]([O:3][C:4](=[O:19])[CH2:5][CH2:6][N:7]1[CH2:12][C:11]2[CH:13]=[C:14](Br)[CH:15]=[N:16][C:10]=2[NH:9][C:8]1=[O:18])[CH3:2].BrC1C=N[C:24]2NC(=O)N(CCN(C)C)[CH2:28][C:23]=2[CH:22]=1. No catalyst specified. The product is [C:23]([O:19][C:4](=[O:3])/[CH:5]=[CH:6]/[C:14]1[CH:15]=[N:16][C:10]2[NH:9][C:8](=[O:18])[N:7]([CH2:6][CH2:5][C:4]([O:3][CH2:1][CH3:2])=[O:19])[CH2:12][C:11]=2[CH:13]=1)([CH3:22])([CH3:24])[CH3:28]. The yield is 0.210. (8) The reactants are [O:1]1[C:5]2[CH:6]=[CH:7][C:8]([C:10]3[O:14][C:13]([SH:15])=[N:12][N:11]=3)=[CH:9][C:4]=2[CH2:3][CH2:2]1.[CH3:16][O:17][C:18]1[CH:25]=[CH:24][C:21]([CH2:22]Cl)=[CH:20][CH:19]=1. No catalyst specified. The product is [O:1]1[C:5]2[CH:6]=[CH:7][C:8]([C:10]3[O:14][C:13]([S:15][CH2:22][C:21]4[CH:24]=[CH:25][C:18]([O:17][CH3:16])=[CH:19][CH:20]=4)=[N:12][N:11]=3)=[CH:9][C:4]=2[CH2:3][CH2:2]1. The yield is 0.560.